Dataset: Forward reaction prediction with 1.9M reactions from USPTO patents (1976-2016). Task: Predict the product of the given reaction. (1) Given the reactants [Cl:1][C:2]1[C:3]([N:9]2[C:13]([CH3:14])=[CH:12][CH:11]=[C:10]2[CH3:15])=[N:4][CH:5]=[C:6](I)[CH:7]=1.C([O-])([O-])=[O:17].[Cs+].[Cs+].N1C2C(=CC=C3C=2N=CC=C3)[CH:25]=[CH:24][CH:23]=1, predict the reaction product. The product is: [Cl:1][C:2]1[C:3]([N:9]2[C:13]([CH3:14])=[CH:12][CH:11]=[C:10]2[CH3:15])=[N:4][CH:5]=[C:6]([O:17][CH:24]([CH3:25])[CH3:23])[CH:7]=1. (2) Given the reactants [F:1][CH:2]([F:23])[C@@H:3]1[N:8]([C:9]([O:11][CH2:12][C:13]2[CH:18]=[CH:17][CH:16]=[CH:15][CH:14]=2)=[O:10])[CH2:7][C@@H:6]([C:19]([O:21]C)=[O:20])[CH2:5][CH2:4]1.O[Li].O, predict the reaction product. The product is: [CH2:12]([O:11][C:9]([N:8]1[C@@H:3]([CH:2]([F:1])[F:23])[CH2:4][CH2:5][C@H:6]([C:19]([OH:21])=[O:20])[CH2:7]1)=[O:10])[C:13]1[CH:14]=[CH:15][CH:16]=[CH:17][CH:18]=1. (3) Given the reactants [C:1](=[O:8])([S:6][CH3:7])[O:2][CH:3](Cl)[CH3:4].[C:9]([OH:14])(=[O:13])[CH:10]([CH3:12])[CH3:11].C(N(C(C)C)CC)(C)C, predict the reaction product. The product is: [C:1](=[O:8])([S:6][CH3:7])[O:2][CH:3]([O:14][C:9](=[O:13])[CH:10]([CH3:12])[CH3:11])[CH3:4]. (4) Given the reactants [NH2:1][C:2]1[C:9]([Cl:10])=[CH:8][C:7]([NH2:11])=[CH:6][C:3]=1[C:4]#[N:5].Br[CH2:13][CH2:14][O:15][CH2:16][CH2:17]Br.C(N(CC)C(C)C)(C)C.C(=O)(O)[O-], predict the reaction product. The product is: [NH2:1][C:2]1[C:9]([Cl:10])=[CH:8][C:7]([N:11]2[CH2:17][CH2:16][O:15][CH2:14][CH2:13]2)=[CH:6][C:3]=1[C:4]#[N:5]. (5) Given the reactants C1OCCOCCOCCOCCOCCOC1.[C-:19]#[N:20].[K+].[CH2:22]([N:29]1[CH2:33][CH:32]([C:34]2[S:35][CH:36]=[C:37]([Br:39])[CH:38]=2)[CH:31]([CH2:40]OS(C2C=CC(C)=CC=2)(=O)=O)[CH2:30]1)[C:23]1[CH:28]=[CH:27][CH:26]=[CH:25][CH:24]=1, predict the reaction product. The product is: [CH2:22]([N:29]1[CH2:33][CH:32]([C:34]2[S:35][CH:36]=[C:37]([Br:39])[CH:38]=2)[CH:31]([CH2:40][C:19]#[N:20])[CH2:30]1)[C:23]1[CH:24]=[CH:25][CH:26]=[CH:27][CH:28]=1. (6) Given the reactants [Br:1][C:2]1[CH:7]=[C:6]([C:8]([F:20])([C:16]([F:19])([F:18])[F:17])[C:9]([F:15])([F:14])[C:10]([F:13])([F:12])[F:11])[CH:5]=[C:4]([Cl:21])[C:3]=1[NH2:22].C(N(CC)CC)C.[C:30]([C:32]1[CH:40]=[CH:39][C:35]([C:36](O)=[O:37])=[CH:34][C:33]=1[N+:41]([O-:43])=[O:42])#[N:31].O=C1N([ClH]P([ClH]N2CCOC2=O)=O)CCO1, predict the reaction product. The product is: [Br:1][C:2]1[CH:7]=[C:6]([C:8]([F:20])([C:16]([F:17])([F:18])[F:19])[C:9]([F:14])([F:15])[C:10]([F:11])([F:13])[F:12])[CH:5]=[C:4]([Cl:21])[C:3]=1[NH:22][C:36](=[O:37])[C:35]1[CH:39]=[CH:40][C:32]([C:30]#[N:31])=[C:33]([N+:41]([O-:43])=[O:42])[CH:34]=1. (7) Given the reactants [CH:1]1([C:6]2[CH:11]=[C:10]([C:12]3[C:24]4[C:23]([CH3:25])=[C:22]([CH3:26])[S:21][C:20]=4[C:19]([Br:27])=[C:18]4[C:13]=3[CH:14]=[CH:15][CH:16]=[CH:17]4)[CH:9]=[CH:8][C:7]=2[O:28]C(=O)C)[CH2:5][CH2:4][CH2:3][CH2:2]1.[OH-].[K+], predict the reaction product. The product is: [CH:1]1([C:6]2[CH:11]=[C:10]([C:12]3[C:24]4[C:23]([CH3:25])=[C:22]([CH3:26])[S:21][C:20]=4[C:19]([Br:27])=[C:18]4[C:13]=3[CH:14]=[CH:15][CH:16]=[CH:17]4)[CH:9]=[CH:8][C:7]=2[OH:28])[CH2:2][CH2:3][CH2:4][CH2:5]1. (8) Given the reactants Cl.Cl.[F:3][C:4]1[CH:10]=[C:9]([N:11]2[CH:15]=[CH:14][CH:13]=[N:12]2)[CH:8]=[CH:7][C:5]=1[NH2:6].[N:16]([O-])=O.[Na+].[CH3:20][O:21][CH2:22][C:23](=[O:36])[CH2:24][C:25]1[N:29]([C:30]2[CH:35]=[CH:34][CH:33]=[CH:32][CH:31]=2)[N:28]=[CH:27][CH:26]=1.C([O-])(=O)C.[Na+], predict the reaction product. The product is: [F:3][C:4]1[CH:10]=[C:9]([N:11]2[CH:15]=[CH:14][CH:13]=[N:12]2)[CH:8]=[CH:7][C:5]=1[NH:6][N:16]=[C:24]([C:25]1[N:29]([C:30]2[CH:31]=[CH:32][CH:33]=[CH:34][CH:35]=2)[N:28]=[CH:27][CH:26]=1)[C:23](=[O:36])[CH2:22][O:21][CH3:20]. (9) Given the reactants [Br:1][C:2]1[CH:3]=[CH:4][C:5]([F:11])=[C:6]([CH:10]=1)[C:7]([OH:9])=O.[Cl:12][C:13]1[CH:14]=[C:15]([NH2:20])[C:16]([NH2:19])=[CH:17][CH:18]=1.CN(C(ON1N=NC2C=CC=NC1=2)=[N+](C)C)C.F[P-](F)(F)(F)(F)F.O, predict the reaction product. The product is: [NH2:19][C:16]1[CH:17]=[CH:18][C:13]([Cl:12])=[CH:14][C:15]=1[NH:20][C:7](=[O:9])[C:6]1[CH:10]=[C:2]([Br:1])[CH:3]=[CH:4][C:5]=1[F:11].